From a dataset of Full USPTO retrosynthesis dataset with 1.9M reactions from patents (1976-2016). Predict the reactants needed to synthesize the given product. Given the product [Cl:33][C:29]1[CH:28]=[C:27]([CH:32]=[CH:31][CH:30]=1)[O:26][CH2:25][CH2:24][CH2:23][O:14][C:11]1[CH:10]=[CH:9][C:8]([CH:7]2[CH2:6][CH2:5][N:4]([C:15]([O:17][C:18]([CH3:21])([CH3:20])[CH3:19])=[O:16])[CH2:3][CH:2]2[OH:1])=[CH:13][CH:12]=1, predict the reactants needed to synthesize it. The reactants are: [OH:1][CH:2]1[CH:7]([C:8]2[CH:13]=[CH:12][C:11]([OH:14])=[CH:10][CH:9]=2)[CH2:6][CH2:5][N:4]([C:15]([O:17][C:18]([CH3:21])([CH3:20])[CH3:19])=[O:16])[CH2:3]1.Br[CH2:23][CH2:24][CH2:25][O:26][C:27]1[CH:32]=[CH:31][CH:30]=[C:29]([Cl:33])[CH:28]=1.